This data is from Catalyst prediction with 721,799 reactions and 888 catalyst types from USPTO. The task is: Predict which catalyst facilitates the given reaction. (1) Reactant: Br[C:2]1[N:7]=[C:6]([N:8]2[CH2:14][C:13]([O:16][CH3:17])([CH3:15])[CH2:12][N:11]([C:18]([O:20][C:21]([CH3:24])([CH3:23])[CH3:22])=[O:19])[CH2:10][CH2:9]2)[CH:5]=[CH:4][CH:3]=1.[Cl:25][C:26]1[N:31]=[CH:30][C:29]2[CH:32]=[N:33][NH:34][C:28]=2[CH:27]=1.CNCCNC.C([O-])([O-])=O.[K+].[K+]. Product: [Cl:25][C:26]1[N:31]=[CH:30][C:29]2[CH:32]=[N:33][N:34]([C:2]3[N:7]=[C:6]([N:8]4[CH2:14][C:13]([O:16][CH3:17])([CH3:15])[CH2:12][N:11]([C:18]([O:20][C:21]([CH3:24])([CH3:23])[CH3:22])=[O:19])[CH2:10][CH2:9]4)[CH:5]=[CH:4][CH:3]=3)[C:28]=2[CH:27]=1. The catalyst class is: 185. (2) Reactant: [NH:1]1[C:7]2[CH:8]=[CH:9][CH:10]=[CH:11][C:6]=2[CH2:5][CH2:4][O:3][C:2]1=[O:12].[H-].[Na+].I[CH3:16]. Product: [CH3:16][N:1]1[C:7]2[CH:8]=[CH:9][CH:10]=[CH:11][C:6]=2[CH2:5][CH2:4][O:3][C:2]1=[O:12]. The catalyst class is: 3. (3) Reactant: [Br-].[CH2:2]([O:4][C:5]([CH2:7][S+](C)C)=[O:6])[CH3:3].N12CCCN=C1CCCCC2.[C:22]1(=[O:27])[CH2:26][CH2:25][CH:24]=[CH:23]1.COC(C)(C)C. Product: [O:27]=[C:22]1[CH2:26][CH2:25][CH:24]2[CH:23]1[C@H:7]2[C:5]([O:4][CH2:2][CH3:3])=[O:6]. The catalyst class is: 10. (4) Reactant: [Br:1][C:2]1[CH:7]=[CH:6][N+:5]([O-])=[C:4]2[NH:9][CH:10]=[CH:11][C:3]=12.CS([Cl:16])(=O)=O. Product: [Br:1][C:2]1[CH:7]=[C:6]([Cl:16])[N:5]=[C:4]2[NH:9][CH:10]=[CH:11][C:3]=12. The catalyst class is: 9. (5) Reactant: [NH2:1][C:2]1[CH:6]=[CH:5][S:4][C:3]=1[C:7]([O:9]C)=O.C([O-])([O-])OC.[NH3:16].[CH3:17]O.C(OCC)(=O)C. Product: [N:1]1[C:2]2[CH:6]=[CH:5][S:4][C:3]=2[C:7](=[O:9])[NH:16][CH:17]=1. The catalyst class is: 6. (6) The catalyst class is: 29. Product: [NH2:15][C:13]1[CH:12]=[C:7]([CH:6]=[C:5]([C:3]([NH:2][CH3:1])=[O:4])[CH:14]=1)[C:8]([O:10][CH3:11])=[O:9]. Reactant: [CH3:1][NH:2][C:3]([C:5]1[CH:6]=[C:7]([CH:12]=[C:13]([N+:15]([O-])=O)[CH:14]=1)[C:8]([O:10][CH3:11])=[O:9])=[O:4].C([O-])=O.[NH4+]. (7) Reactant: [CH3:1][O:2][C:3]([C:5]1[CH:10]=[CH:9][C:8]([C@@H:11]2[NH:15][CH:14]([C:16]([OH:18])=[O:17])[CH2:13][S:12]2)=[CH:7][CH:6]=1)=[O:4].CCN(C(C)C)C(C)C.Cl[C:29]([O:31][CH2:32][C:33]1[CH:38]=[CH:37][CH:36]=[CH:35][CH:34]=1)=[O:30]. The catalyst class is: 3. Product: [CH2:32]([O:31][C:29]([N:15]1[CH:14]([C:16]([OH:18])=[O:17])[CH2:13][S:12][C@@H:11]1[C:8]1[CH:7]=[CH:6][C:5]([C:3]([O:2][CH3:1])=[O:4])=[CH:10][CH:9]=1)=[O:30])[C:33]1[CH:38]=[CH:37][CH:36]=[CH:35][CH:34]=1. (8) Reactant: [C:1]([O:5][C:6]([NH:8][C:9]1[S:10][CH:11]=[C:12]([CH2:14][CH2:15][N:16]([C:24]2[CH:29]=[CH:28][C:27]([N+:30]([O-])=O)=[CH:26][CH:25]=2)[C:17](=[O:23])[O:18][C:19]([CH3:22])([CH3:21])[CH3:20])[N:13]=1)=[O:7])([CH3:4])([CH3:3])[CH3:2].[H][H]. Product: [NH2:30][C:27]1[CH:28]=[CH:29][C:24]([N:16]([CH2:15][CH2:14][C:12]2[N:13]=[C:9]([NH:8][C:6](=[O:7])[O:5][C:1]([CH3:4])([CH3:3])[CH3:2])[S:10][CH:11]=2)[C:17]([O:18][C:19]([CH3:22])([CH3:21])[CH3:20])=[O:23])=[CH:25][CH:26]=1. The catalyst class is: 19.